Dataset: Reaction yield outcomes from USPTO patents with 853,638 reactions. Task: Predict the reaction yield, written as a fraction of the theoretical maximum amount of product (1.0 means a 100% yield; for example, 0.34 means a 34% yield). (1) The reactants are [Cl:1][C:2]1[CH:7]=[CH:6][C:5]([O:8][C:9]2[CH:14]=[CH:13][C:12]([N+:15]([O-])=O)=[CH:11][C:10]=2[O:18][CH3:19])=[CH:4][C:3]=1[Cl:20].[Cl-].[NH4+]. The catalyst is O1CCCC1.O.[Fe]. The product is [Cl:20][C:3]1[CH:4]=[C:5]([CH:6]=[CH:7][C:2]=1[Cl:1])[O:8][C:9]1[CH:14]=[CH:13][C:12]([NH2:15])=[CH:11][C:10]=1[O:18][CH3:19]. The yield is 0.740. (2) The reactants are Cl.[Cl:2][C:3]1[CH:4]=[N+:5]([O-:35])[CH:6]=[C:7]([Cl:34])[C:8]=1[CH2:9][C@@H:10]([C:19]1[CH:24]=[CH:23][C:22]([O:25][CH:26]([F:28])[F:27])=[C:21]([O:29][CH2:30][CH:31]2[CH2:33][CH2:32]2)[CH:20]=1)[O:11][C:12]([C@@H:14]1[CH2:18][CH2:17][CH2:16][NH:15]1)=[O:13].[C:36]([O:40][C:41]([N:43]([C:48]1[CH:49]=[C:50]([CH:54]=[CH:55][C:56]=1[O:57][CH2:58][CH:59]1[CH2:61][CH2:60]1)[C:51](O)=[O:52])[S:44]([CH3:47])(=[O:46])=[O:45])=[O:42])([CH3:39])([CH3:38])[CH3:37].C(Cl)CCl. The catalyst is CN(C=O)C.CN(C1C=CN=CC=1)C. The product is [C:36]([O:40][C:41]([N:43]([C:48]1[CH:49]=[C:50]([CH:54]=[CH:55][C:56]=1[O:57][CH2:58][CH:59]1[CH2:60][CH2:61]1)[C:51]([N:15]1[CH2:16][CH2:17][CH2:18][C@H:14]1[C:12]([O:11][C@H:10]([C:19]1[CH:24]=[CH:23][C:22]([O:25][CH:26]([F:28])[F:27])=[C:21]([O:29][CH2:30][CH:31]2[CH2:33][CH2:32]2)[CH:20]=1)[CH2:9][C:8]1[C:7]([Cl:34])=[CH:6][N+:5]([O-:35])=[CH:4][C:3]=1[Cl:2])=[O:13])=[O:52])[S:44]([CH3:47])(=[O:46])=[O:45])=[O:42])([CH3:39])([CH3:37])[CH3:38]. The yield is 0.440.